Dataset: Forward reaction prediction with 1.9M reactions from USPTO patents (1976-2016). Task: Predict the product of the given reaction. (1) Given the reactants [NH2:1][C:2]1[S:3][C@:4]2([C:30](OCC)=[O:31])[C@H:6]([C@:7]([C:10]3[CH:15]=[C:14]([NH:16][C:17]4[N:18]=[CH:19][CH:20]=[C:21]5[C:26]=4[N:25]=[CH:24][C:23]([Cl:27])=[CH:22]5)[CH:13]=[C:12]([F:28])[C:11]=3[F:29])([CH3:9])[N:8]=1)[CH2:5]2.[BH4-].[Li+].CO, predict the reaction product. The product is: [NH2:1][C:2]1[S:3][C@:4]2([CH2:30][OH:31])[C@H:6]([C@:7]([C:10]3[CH:15]=[C:14]([NH:16][C:17]4[N:18]=[CH:19][CH:20]=[C:21]5[C:26]=4[N:25]=[CH:24][C:23]([Cl:27])=[CH:22]5)[CH:13]=[C:12]([F:28])[C:11]=3[F:29])([CH3:9])[N:8]=1)[CH2:5]2. (2) Given the reactants [F:1][CH2:2][C:3]([C:7]1[O:11][N:10]=[C:9]([NH:12][C:13](=[O:21])OC2C=CC=CC=2)[CH:8]=1)([CH3:6])[CH2:4][F:5].[CH3:22][O:23][C:24]1[CH:25]=[C:26]2[C:31](=[CH:32][C:33]=1[O:34][CH2:35][CH2:36][O:37][CH3:38])[N:30]=[CH:29][N:28]=[C:27]2[S:39][C:40]1[CH:41]=[C:42]([CH:44]=[CH:45][CH:46]=1)[NH2:43], predict the reaction product. The product is: [F:5][CH2:4][C:3]([C:7]1[O:11][N:10]=[C:9]([NH:12][C:13]([NH:43][C:42]2[CH:44]=[CH:45][CH:46]=[C:40]([S:39][C:27]3[C:26]4[C:31](=[CH:32][C:33]([O:34][CH2:35][CH2:36][O:37][CH3:38])=[C:24]([O:23][CH3:22])[CH:25]=4)[N:30]=[CH:29][N:28]=3)[CH:41]=2)=[O:21])[CH:8]=1)([CH3:6])[CH2:2][F:1]. (3) Given the reactants [CH2:1]([O:3][C@@H:4]([CH2:10][C:11]1[CH:16]=[CH:15][C:14]([O:17][CH2:18][CH2:19][C:20]2[CH:25]=[CH:24][C:23]([O:26][S:27]([CH3:30])(=[O:29])=[O:28])=[CH:22][CH:21]=2)=[CH:13][CH:12]=1)[C:5]([O:7]CC)=[O:6])[CH3:2].O1CCCC1.O.[OH-].[Li+], predict the reaction product. The product is: [CH2:1]([O:3][C@@H:4]([CH2:10][C:11]1[CH:12]=[CH:13][C:14]([O:17][CH2:18][CH2:19][C:20]2[CH:21]=[CH:22][C:23]([O:26][S:27]([CH3:30])(=[O:28])=[O:29])=[CH:24][CH:25]=2)=[CH:15][CH:16]=1)[C:5]([OH:7])=[O:6])[CH3:2]. (4) Given the reactants [CH2:1]([N:5]1[C:9]([C:10]2[CH:15]=[CH:14][CH:13]=[CH:12][CH:11]=2)=[CH:8][C:7]([C:16]([O:18]CC)=O)=[N:6]1)[CH:2]([CH3:4])[CH3:3].[NH3:21], predict the reaction product. The product is: [CH2:1]([N:5]1[C:9]([C:10]2[CH:15]=[CH:14][CH:13]=[CH:12][CH:11]=2)=[CH:8][C:7]([C:16]([NH2:21])=[O:18])=[N:6]1)[CH:2]([CH3:4])[CH3:3]. (5) Given the reactants Br[C:2]1[CH:3]=[CH:4][C:5]2[C:9]3[CH:10]=[CH:11][CH:12]=[CH:13][C:8]=3[O:7][C:6]=2[CH:14]=1.C([Li])CCC.[B:20](OC)([O:23]C)[O:21]C.Cl, predict the reaction product. The product is: [CH:4]1[C:5]2[C:9]3[CH:10]=[CH:11][CH:12]=[CH:13][C:8]=3[O:7][C:6]=2[CH:14]=[CH:2][C:3]=1[B:20]([OH:23])[OH:21]. (6) Given the reactants [CH3:1][O:2][C:3](=[O:20])[C:4]1[CH:9]=[CH:8][C:7]([S:10][C:11]2[CH:16]=[CH:15][C:14]([O:17][CH3:18])=[CH:13][CH:12]=2)=[C:6]([NH2:19])[CH:5]=1.C([C:23]1[C:24]([N:30]=[CH:31][N:32]([CH3:34])C)=[N:25][C:26]([CH3:29])=[CH:27][CH:28]=1)#N, predict the reaction product. The product is: [CH3:1][O:2][C:3](=[O:20])[C:4]1[CH:9]=[CH:8][C:7]([S:10][C:11]2[CH:16]=[CH:15][C:14]([O:17][CH3:18])=[CH:13][CH:12]=2)=[C:6]([NH:19][C:34]2[C:23]3[CH:28]=[CH:27][C:26]([CH3:29])=[N:25][C:24]=3[N:30]=[CH:31][N:32]=2)[CH:5]=1. (7) Given the reactants [Cl:1][C:2]1[CH:11]=[C:10]([C:12](=[O:14])[CH3:13])[C:9]([N:15]2[CH2:20][CH2:19][NH:18][CH2:17][CH2:16]2)=[C:8]2[C:3]=1[CH:4]=[CH:5][CH:6]=[N:7]2.[F:21][C:22]1[CH:23]=[C:24]([CH:28]=[CH:29][CH:30]=1)[C:25](Cl)=[O:26].C(N(CC)CC)C, predict the reaction product. The product is: [Cl:1][C:2]1[CH:11]=[C:10]([C:12](=[O:14])[CH3:13])[C:9]([N:15]2[CH2:16][CH2:17][N:18]([C:25](=[O:26])[C:24]3[CH:28]=[CH:29][CH:30]=[C:22]([F:21])[CH:23]=3)[CH2:19][CH2:20]2)=[C:8]2[C:3]=1[CH:4]=[CH:5][CH:6]=[N:7]2. (8) The product is: [Cl:18][C:17]1[C:12]([N:9]2[CH2:10][CH2:11][C:3]3[C:2]([NH:19][C:20]4[CH:21]=[CH:22][C:23]([C:26]([CH3:30])([CH3:29])[C:27]#[N:28])=[CH:24][CH:25]=4)=[N:7][CH:6]=[N:5][C:4]=3[CH2:8]2)=[N:13][CH:14]=[CH:15][CH:16]=1. Given the reactants Cl[C:2]1[C:3]2[CH2:11][CH2:10][N:9]([C:12]3[C:17]([Cl:18])=[CH:16][CH:15]=[CH:14][N:13]=3)[CH2:8][C:4]=2[N:5]=[CH:6][N:7]=1.[NH2:19][C:20]1[CH:25]=[CH:24][C:23]([C:26]([CH3:30])([CH3:29])[C:27]#[N:28])=[CH:22][CH:21]=1, predict the reaction product. (9) The product is: [CH2:3]([O:8][C:10]1[CH:11]=[C:12]([O:16][CH:17]([CH3:22])[C:18]([OH:20])([CH3:19])[CH3:21])[N:13]=[CH:14][N:15]=1)[C:4]#[C:5][CH2:6][CH3:7]. Given the reactants [H-].[Na+].[CH2:3]([OH:8])[C:4]#[C:5][CH2:6][CH3:7].Cl[C:10]1[N:15]=[CH:14][N:13]=[C:12]([O:16][CH:17]([CH3:22])[C:18]([CH3:21])([OH:20])[CH3:19])[CH:11]=1.[Cl-].[NH4+], predict the reaction product.